This data is from Full USPTO retrosynthesis dataset with 1.9M reactions from patents (1976-2016). The task is: Predict the reactants needed to synthesize the given product. (1) Given the product [ClH:16].[NH2:2][CH2:1][C:3]1[C:4]([O:14][CH3:15])=[C:5]([CH:11]=[CH:12][CH:13]=1)[C:6]([O:8][CH2:9][CH3:10])=[O:7], predict the reactants needed to synthesize it. The reactants are: [C:1]([C:3]1[C:4]([O:14][CH3:15])=[C:5]([CH:11]=[CH:12][CH:13]=1)[C:6]([O:8][CH2:9][CH3:10])=[O:7])#[N:2].[ClH:16].NCC1C=C(C=C(OC)C=1)C(OC)=O. (2) The reactants are: Cl[CH2:2][C:3]([N:5]([CH2:7][C:8]1[CH:33]=[CH:32][C:11]([C:12]([NH:14][C:15]2[S:16][C:17]3[C:23]([N:24]4[CH2:29][CH2:28][O:27][CH2:26][CH2:25]4)=[CH:22][CH:21]=[C:20]([O:30][CH3:31])[C:18]=3[N:19]=2)=[O:13])=[CH:10][CH:9]=1)[CH3:6])=[O:4].[CH3:34][O:35][CH2:36][CH2:37][NH:38][CH3:39].C(=O)([O-])O.[Na+]. Given the product [CH3:34][O:35][CH2:36][CH2:37][N:38]([CH2:2][C:3]([N:5]([CH2:7][C:8]1[CH:33]=[CH:32][C:11]([C:12]([NH:14][C:15]2[S:16][C:17]3[C:23]([N:24]4[CH2:29][CH2:28][O:27][CH2:26][CH2:25]4)=[CH:22][CH:21]=[C:20]([O:30][CH3:31])[C:18]=3[N:19]=2)=[O:13])=[CH:10][CH:9]=1)[CH3:6])=[O:4])[CH3:39], predict the reactants needed to synthesize it. (3) Given the product [C:1]1([C:15]2[CH:20]=[CH:19][CH:18]=[CH:17][CH:16]=2)[CH:6]=[CH:5][CH:4]=[CH:3][C:2]=1[C:7](=[N:27][S:25]([C:22]([CH3:24])([CH3:23])[CH3:21])=[O:26])[CH2:8][CH2:9][CH2:10][CH2:11][O:12][CH3:13], predict the reactants needed to synthesize it. The reactants are: [C:1]1([C:15]2[CH:20]=[CH:19][CH:18]=[CH:17][CH:16]=2)[CH:6]=[CH:5][CH:4]=[CH:3][C:2]=1[C:7](=O)[CH2:8][CH2:9][CH2:10][CH2:11][O:12][CH3:13].[CH3:21][C:22]([S:25]([NH2:27])=[O:26])([CH3:24])[CH3:23].C(OCC)(=O)C.